From a dataset of Forward reaction prediction with 1.9M reactions from USPTO patents (1976-2016). Predict the product of the given reaction. Given the reactants [CH3:1][O:2][C:3]1[CH:8]=[CH:7][C:6]([C:9]2[CH:17]=[C:16]3[C:12]([CH2:13][C:14](=[O:18])[NH:15]3)=[CH:11][CH:10]=2)=[CH:5][CH:4]=1.[N:19]1([CH2:24][CH2:25][O:26][C:27]2[CH:28]=[C:29]3[C:33](=[CH:34][CH:35]=2)[NH:32][C:31]([CH:36]=O)=[CH:30]3)[CH2:23][CH2:22][CH2:21][CH2:20]1, predict the reaction product. The product is: [CH3:1][O:2][C:3]1[CH:4]=[CH:5][C:6]([C:9]2[CH:17]=[C:16]3[C:12]([C:13](=[CH:36][C:31]4[NH:32][C:33]5[C:29]([CH:30]=4)=[CH:28][C:27]([O:26][CH2:25][CH2:24][N:19]4[CH2:23][CH2:22][CH2:21][CH2:20]4)=[CH:35][CH:34]=5)[C:14](=[O:18])[NH:15]3)=[CH:11][CH:10]=2)=[CH:7][CH:8]=1.